Dataset: Peptide-MHC class II binding affinity with 134,281 pairs from IEDB. Task: Regression. Given a peptide amino acid sequence and an MHC pseudo amino acid sequence, predict their binding affinity value. This is MHC class II binding data. (1) The peptide sequence is VPLEVKREACPGTSV. The MHC is HLA-DQA10501-DQB10402 with pseudo-sequence HLA-DQA10501-DQB10402. The binding affinity (normalized) is 0.337. (2) The peptide sequence is MASSSSVLLVVVLFA. The MHC is DRB1_1201 with pseudo-sequence DRB1_1201. The binding affinity (normalized) is 0.0784. (3) The peptide sequence is VMELYADVVPKTAEN. The MHC is DRB4_0101 with pseudo-sequence DRB4_0103. The binding affinity (normalized) is 0.343. (4) The peptide sequence is APNGGFRRIPRGALH. The MHC is DRB1_1501 with pseudo-sequence DRB1_1501. The binding affinity (normalized) is 0.754. (5) The peptide sequence is CSNSHVNTLRFLVKN. The MHC is DRB1_1302 with pseudo-sequence DRB1_1302. The binding affinity (normalized) is 0.580.